The task is: Regression. Given a peptide amino acid sequence and an MHC pseudo amino acid sequence, predict their binding affinity value. This is MHC class I binding data.. This data is from Peptide-MHC class I binding affinity with 185,985 pairs from IEDB/IMGT. The peptide sequence is SVSVGTGIL. The MHC is HLA-A02:03 with pseudo-sequence HLA-A02:03. The binding affinity (normalized) is 0.495.